This data is from NCI-60 drug combinations with 297,098 pairs across 59 cell lines. The task is: Regression. Given two drug SMILES strings and cell line genomic features, predict the synergy score measuring deviation from expected non-interaction effect. (1) Drug 1: C1=CC(=CC=C1CCCC(=O)O)N(CCCl)CCCl. Drug 2: CC1=C(C(=O)C2=C(C1=O)N3CC4C(C3(C2COC(=O)N)OC)N4)N. Cell line: SF-268. Synergy scores: CSS=59.9, Synergy_ZIP=12.8, Synergy_Bliss=12.9, Synergy_Loewe=12.9, Synergy_HSA=13.1. (2) Drug 1: CC12CCC(CC1=CCC3C2CCC4(C3CC=C4C5=CN=CC=C5)C)O. Drug 2: C1CCC(C(C1)N)N.C(=O)(C(=O)[O-])[O-].[Pt+4]. Cell line: MDA-MB-231. Synergy scores: CSS=12.4, Synergy_ZIP=-2.99, Synergy_Bliss=1.65, Synergy_Loewe=-5.24, Synergy_HSA=3.05. (3) Drug 1: C1=NC2=C(N1)C(=S)N=C(N2)N. Drug 2: CCCCCOC(=O)NC1=NC(=O)N(C=C1F)C2C(C(C(O2)C)O)O. Cell line: SF-539. Synergy scores: CSS=23.7, Synergy_ZIP=0.834, Synergy_Bliss=0.438, Synergy_Loewe=-20.1, Synergy_HSA=0.174. (4) Drug 1: C1=CC=C(C=C1)NC(=O)CCCCCCC(=O)NO. Drug 2: C1CN(P(=O)(OC1)NCCCl)CCCl. Cell line: NCIH23. Synergy scores: CSS=24.0, Synergy_ZIP=-3.81, Synergy_Bliss=-5.61, Synergy_Loewe=-53.3, Synergy_HSA=-5.26.